From a dataset of Forward reaction prediction with 1.9M reactions from USPTO patents (1976-2016). Predict the product of the given reaction. Given the reactants [Br:1][C:2]1[C:19]([O:20][CH3:21])=[CH:18][C:5]2[CH2:6][CH2:7][C:8]3[C:12]([C:4]=2[CH:3]=1)=[N:11][NH:10][C:9]=3[C:13]([O:15][CH2:16][CH3:17])=[O:14].C(C1C(=O)C(Cl)=C(Cl)C(=O)C=1C#N)#N, predict the reaction product. The product is: [Br:1][C:2]1[C:19]([O:20][CH3:21])=[CH:18][C:5]2[CH:6]=[CH:7][C:8]3[C:12]([C:4]=2[CH:3]=1)=[N:11][NH:10][C:9]=3[C:13]([O:15][CH2:16][CH3:17])=[O:14].